This data is from Forward reaction prediction with 1.9M reactions from USPTO patents (1976-2016). The task is: Predict the product of the given reaction. Given the reactants [NH2:1][C:2]1[C:3]([Cl:11])=[C:4]([CH:8]=[CH:9][CH:10]=1)[C:5]([OH:7])=[O:6].[N:12]([O-])=O.[Na+].O.O.[Sn](Cl)Cl, predict the reaction product. The product is: [ClH:11].[Cl:11][C:3]1[C:2]([NH:1][NH2:12])=[CH:10][CH:9]=[CH:8][C:4]=1[C:5]([OH:7])=[O:6].